From a dataset of Catalyst prediction with 721,799 reactions and 888 catalyst types from USPTO. Predict which catalyst facilitates the given reaction. (1) Reactant: [CH3:1][C@H:2]1[C@@H:10]2[CH2:11][CH2:12][C:13]3[CH:14]=[N:15][CH:16]=[N:17][C:18]=3[C@@:9]2([C:19]2[CH:24]=[CH:23][CH:22]=[CH:21][CH:20]=2)[CH2:8][C:4]2[CH:5]=[N:6][O:7][C:3]1=2.C[O-].[Na+]. Product: [CH3:1][C@H:2]1[C@@H:10]2[CH2:11][CH2:12][C:13]3[CH:14]=[N:15][CH:16]=[N:17][C:18]=3[C@@:9]2([C:19]2[CH:24]=[CH:23][CH:22]=[CH:21][CH:20]=2)[CH2:8][CH:4]([C:5]#[N:6])[C:3]1=[O:7]. The catalyst class is: 111. (2) The catalyst class is: 2. Reactant: [CH3:1][CH:2]1[NH:7][CH2:6][CH2:5][N:4]([C:8]2[CH:15]=[CH:14][C:11]([CH:12]=[O:13])=[CH:10][CH:9]=2)[CH2:3]1.CCN(CC)CC.[C:23](Cl)(=[O:25])[CH3:24]. Product: [C:23]([N:7]1[CH2:6][CH2:5][N:4]([C:8]2[CH:15]=[CH:14][C:11]([CH:12]=[O:13])=[CH:10][CH:9]=2)[CH2:3][CH:2]1[CH3:1])(=[O:25])[CH3:24].